From a dataset of Forward reaction prediction with 1.9M reactions from USPTO patents (1976-2016). Predict the product of the given reaction. (1) The product is: [F:23][C:22]([F:24])([F:25])[C@@H:19]1[CH2:18][CH2:17][C@H:16]([O:15][C:4]2[C:3]([C:2]([F:26])([F:1])[F:27])=[C:12]3[C:7]([CH:8]=[CH:9][C:10]([CH2:13][OH:14])=[CH:11]3)=[CH:6][CH:5]=2)[CH2:21][CH2:20]1. Given the reactants [F:1][C:2]([F:27])([F:26])[C:3]1[C:4]([O:15][CH:16]2[CH2:21][CH2:20][CH:19]([C:22]([F:25])([F:24])[F:23])[CH2:18][CH2:17]2)=[CH:5][CH:6]=[C:7]2[C:12]=1[CH:11]=[C:10]([CH:13]=[O:14])[CH:9]=[CH:8]2.O1CCCC1.[AlH4-].[Li+], predict the reaction product. (2) Given the reactants [C:1]1([P:7]([C:15]2[CH:20]=[CH:19][CH:18]=[CH:17][CH:16]=2)[C:8]2[N:13]=[C:12]([NH2:14])[CH:11]=[CH:10][CH:9]=2)[CH:6]=[CH:5][CH:4]=[CH:3][CH:2]=1.C(N(CC)CC)C.[C:28](Cl)(=[O:33])[C:29]([CH3:32])([CH3:31])[CH3:30], predict the reaction product. The product is: [C:15]1([P:7]([C:1]2[CH:2]=[CH:3][CH:4]=[CH:5][CH:6]=2)[C:8]2[N:13]=[C:12]([NH:14][C:28](=[O:33])[C:29]([CH3:32])([CH3:31])[CH3:30])[CH:11]=[CH:10][CH:9]=2)[CH:16]=[CH:17][CH:18]=[CH:19][CH:20]=1.